From a dataset of Peptide-MHC class II binding affinity with 134,281 pairs from IEDB. Regression. Given a peptide amino acid sequence and an MHC pseudo amino acid sequence, predict their binding affinity value. This is MHC class II binding data. (1) The peptide sequence is AGELQIIDKIDAAFK. The MHC is HLA-DQA10101-DQB10501 with pseudo-sequence HLA-DQA10101-DQB10501. The binding affinity (normalized) is 0.212. (2) The peptide sequence is WITQCFLPVFLAQPPSGQRR. The MHC is HLA-DPA10201-DPB10501 with pseudo-sequence HLA-DPA10201-DPB10501. The binding affinity (normalized) is 0.474.